Dataset: Catalyst prediction with 721,799 reactions and 888 catalyst types from USPTO. Task: Predict which catalyst facilitates the given reaction. (1) Reactant: [NH2:1][C:2]1[CH:7]=[CH:6][C:5]([N:8]2[C:12]3[C:13]4[S:17][C:16]([NH:18][C:19](=[O:21])[CH3:20])=[N:15][C:14]=4[CH2:22][CH2:23][C:11]=3[C:10]([CH:24]3[CH2:26][CH2:25]3)=[N:9]2)=[C:4]([Cl:27])[CH:3]=1.CN(C(ON1N=NC2C=CC=CC1=2)=[N+](C)C)C.[B-](F)(F)(F)F.C(N(CC)CC)C.[CH:57]1([N:62]2[CH2:67][CH2:66][CH:65]([C:68](Cl)=[O:69])[CH2:64][CH2:63]2)[CH2:61][CH2:60][CH2:59][CH2:58]1. Product: [C:19]([NH:18][C:16]1[S:17][C:13]2[C:12]3[N:8]([C:5]4[CH:6]=[CH:7][C:2]([NH:1][C:68]([CH:65]5[CH2:64][CH2:63][N:62]([CH:57]6[CH2:58][CH2:59][CH2:60][CH2:61]6)[CH2:67][CH2:66]5)=[O:69])=[CH:3][C:4]=4[Cl:27])[N:9]=[C:10]([CH:24]4[CH2:25][CH2:26]4)[C:11]=3[CH2:23][CH2:22][C:14]=2[N:15]=1)(=[O:21])[CH3:20]. The catalyst class is: 4. (2) Reactant: [S:1]1[CH:5]=[CH:4][CH:3]=[C:2]1[CH2:6][NH:7][C:8]([C:10]1[CH:25]=[C:13]2[CH:14]=[C:15]([C:19]3[CH:24]=[CH:23][CH:22]=[CH:21][CH:20]=3)[CH:16]=[C:17](Cl)[N:12]2[N:11]=1)=[O:9].[NH2:26][CH2:27][CH2:28][N:29]1[CH2:34][CH2:33][O:32][CH2:31][CH2:30]1. Product: [S:1]1[CH:5]=[CH:4][CH:3]=[C:2]1[CH2:6][NH:7][C:8]([C:10]1[CH:25]=[C:13]2[CH:14]=[C:15]([C:19]3[CH:24]=[CH:23][CH:22]=[CH:21][CH:20]=3)[CH:16]=[C:17]([NH:26][CH2:27][CH2:28][N:29]3[CH2:34][CH2:33][O:32][CH2:31][CH2:30]3)[N:12]2[N:11]=1)=[O:9].[S:1]1[CH:5]=[CH:4][CH:3]=[C:2]1[CH2:6][NH:7][C:8]([C:10]1[CH:25]=[C:13]2[CH:14]=[C:15]([C:19]3[CH:24]=[CH:23][CH:22]=[CH:21][CH:20]=3)[CH:16]=[C:17]([N:29]([CH3:30])[CH3:28])[N:12]2[N:11]=1)=[O:9]. The catalyst class is: 3. (3) Reactant: [CH3:1][C:2]1[C:6]([C:7]2[CH:19]=[N:18][C:17]3[C:16]4[CH:15]=[CH:14][C:13]([C:20]([O:22][CH3:23])=[O:21])=[CH:12][C:11]=4[NH:10][C:9]=3[CH:8]=2)=[C:5]([CH3:24])[O:4][N:3]=1.[CH:25]1([CH:29]([CH:31]2[CH2:34][CH2:33][CH2:32]2)O)[CH2:28][CH2:27][CH2:26]1.CP(C)(C)=CC#N. Product: [CH:25]1([CH:29]([CH:31]2[CH2:34][CH2:33][CH2:32]2)[N:10]2[C:11]3[CH:12]=[C:13]([C:20]([O:22][CH3:23])=[O:21])[CH:14]=[CH:15][C:16]=3[C:17]3[N:18]=[CH:19][C:7]([C:6]4[C:2]([CH3:1])=[N:3][O:4][C:5]=4[CH3:24])=[CH:8][C:9]2=3)[CH2:28][CH2:27][CH2:26]1. The catalyst class is: 11.